From a dataset of Full USPTO retrosynthesis dataset with 1.9M reactions from patents (1976-2016). Predict the reactants needed to synthesize the given product. (1) Given the product [CH3:1][O:2][C:3]1[CH:21]=[C:7]([NH:8][CH2:9][C:10]2[CH:20]=[CH:19][C:13]3[N:14]=[C:15]([S:17][CH3:18])[O:16][C:12]=3[CH:11]=2)[C:6]([NH2:22])=[CH:5][CH:4]=1, predict the reactants needed to synthesize it. The reactants are: [CH3:1][O:2][C:3]1[CH:4]=[CH:5][C:6]([N+:22]([O-])=O)=[C:7]([CH:21]=1)[NH:8][CH2:9][C:10]1[CH:20]=[CH:19][C:13]2[N:14]=[C:15]([S:17][CH3:18])[O:16][C:12]=2[CH:11]=1.CC(O)=O.CO. (2) Given the product [C:25]([CH2:28][N+:29]1[CH:34]=[CH:33][CH:32]=[C:31]([C:35]([C:37]2[N:38]=[CH:39][N:40]3[CH:44]=[C:43]([C:45]4[C@H:46]([CH3:62])[C@@H:47]5[C@@H:57]([C@H:58]([OH:60])[CH3:59])[C:56](=[O:61])[N:48]5[C:49]=4[C:50]([O-:52])=[O:51])[S:42][C:41]=23)=[O:36])[CH:30]=1)(=[O:27])[NH2:26], predict the reactants needed to synthesize it. The reactants are: C(=O)(O)[O-].[Na+].CNC1C=CC=CC=1.P(OCC)(OCC)OCC.[I-].[C:25]([CH2:28][N+:29]1[CH:34]=[CH:33][CH:32]=[C:31]([C:35]([C:37]2[N:38]=[CH:39][N:40]3[CH:44]=[C:43]([C:45]4[C@H:46]([CH3:62])[C@@H:47]5[C@@H:57]([C@H:58]([OH:60])[CH3:59])[C:56](=[O:61])[N:48]5[C:49]=4[C:50]([O:52]CC=C)=[O:51])[S:42][C:41]=23)=[O:36])[CH:30]=1)(=[O:27])[NH2:26]. (3) The reactants are: [N:1]1([C:7]([N:9]2[CH2:14][CH:13]([C:15]3[CH:20]=[CH:19][C:18]([O:21][C:22]([F:25])([F:24])[F:23])=[CH:17][CH:16]=3)[CH2:12][CH:11]([C:26](O)=[O:27])[CH2:10]2)=[O:8])[CH2:6][CH2:5][O:4][CH2:3][CH2:2]1.[F:29][C:30]1[CH:35]=[CH:34][C:33]([CH2:36][C:37](=[N:39]O)[NH2:38])=[CH:32][CH:31]=1. Given the product [F:29][C:30]1[CH:31]=[CH:32][C:33]([CH2:36][C:37]2[N:38]=[C:26]([CH:11]3[CH2:12][CH:13]([C:15]4[CH:16]=[CH:17][C:18]([O:21][C:22]([F:24])([F:23])[F:25])=[CH:19][CH:20]=4)[CH2:14][N:9]([C:7]([N:1]4[CH2:6][CH2:5][O:4][CH2:3][CH2:2]4)=[O:8])[CH2:10]3)[O:27][N:39]=2)=[CH:34][CH:35]=1, predict the reactants needed to synthesize it. (4) Given the product [ClH:33].[CH3:26][C:27]1[CH:35]=[CH:34][C:30]([C:31]([NH:25][C:20]2[C:19]([NH:18][NH:17][C:15]([O:14][CH2:13][CH:10]3[CH2:9][CH2:8][N:7]([C:4]4[CH:5]=[CH:6][N:1]=[CH:2][CH:3]=4)[CH2:12][CH2:11]3)=[O:16])=[CH:24][CH:23]=[CH:22][CH:21]=2)=[O:32])=[CH:29][CH:28]=1, predict the reactants needed to synthesize it. The reactants are: [N:1]1[CH:6]=[CH:5][C:4]([N:7]2[CH2:12][CH2:11][CH:10]([CH2:13][O:14][C:15]([NH:17][NH:18][C:19]3[C:20]([NH2:25])=[CH:21][CH:22]=[CH:23][CH:24]=3)=[O:16])[CH2:9][CH2:8]2)=[CH:3][CH:2]=1.[CH3:26][C:27]1[CH:35]=[CH:34][C:30]([C:31]([Cl:33])=[O:32])=[CH:29][CH:28]=1. (5) The reactants are: [Cl:1][C:2]1[CH:27]=[CH:26][C:5]([C:6]([C:8]2[CH:9]=[C:10]3[C:15](=[CH:16][CH:17]=2)[NH:14][C:13](=[O:18])[CH:12]=[C:11]3[C:19]2[CH:24]=[CH:23][CH:22]=[C:21]([I:25])[CH:20]=2)=[O:7])=[CH:4][CH:3]=1.[OH-].[Na+].[CH3:30]I. Given the product [Cl:1][C:2]1[CH:3]=[CH:4][C:5]([C:6]([C:8]2[CH:9]=[C:10]3[C:15](=[CH:16][CH:17]=2)[N:14]([CH3:30])[C:13](=[O:18])[CH:12]=[C:11]3[C:19]2[CH:24]=[CH:23][CH:22]=[C:21]([I:25])[CH:20]=2)=[O:7])=[CH:26][CH:27]=1, predict the reactants needed to synthesize it. (6) Given the product [Cl:1][C:2]1[CH:3]=[CH:4][C:5]([O:20][CH2:21][C:22]2[CH:23]=[CH:24][CH:25]=[CH:26][CH:27]=2)=[C:6]([CH2:8][N:9]2[C:13]([CH3:14])=[CH:12][C:11]([C:15]3[NH:19][CH:18]=[CH:17][N:16]=3)=[N:10]2)[CH:7]=1, predict the reactants needed to synthesize it. The reactants are: [Cl:1][C:2]1[CH:3]=[CH:4][C:5]([O:20][CH2:21][C:22]2[CH:27]=[CH:26][CH:25]=[CH:24][CH:23]=2)=[C:6]([CH2:8][N:9]2[C:13]([CH3:14])=[CH:12][C:11]([C:15]3[NH:16][CH2:17][CH2:18][N:19]=3)=[N:10]2)[CH:7]=1. (7) The reactants are: O1CCOCC1.Br[C:8]1[CH:16]=[C:15]2[C:11]([C:12]([C:29]3[C:34]([F:35])=[CH:33][N:32]=[CH:31][N:30]=3)([CH3:28])[N:13]([C@@H](C3C=CC(OC)=CC=3)C)[C:14]2=[O:17])=[CH:10][CH:9]=1.CC1(C)C(C)(C)OB([C:44]2[CH:45]=[N:46][N:47](C(OC(C)(C)C)=O)[CH:48]=2)O1.C(=O)([O-])[O-].[Na+].[Na+]. Given the product [F:35][C:34]1[C:29]([C:12]2([CH3:28])[C:11]3[C:15](=[CH:16][C:8]([C:44]4[CH:45]=[N:46][NH:47][CH:48]=4)=[CH:9][CH:10]=3)[C:14](=[O:17])[NH:13]2)=[N:30][CH:31]=[N:32][CH:33]=1, predict the reactants needed to synthesize it. (8) Given the product [CH2:1]([O:8][C:9]1[CH:10]=[C:11]([O:22][CH3:23])[CH:12]=[C:13]([OH:14])[C:18]=1[CH:17]=[O:16])[C:2]1[CH:7]=[CH:6][CH:5]=[CH:4][CH:3]=1, predict the reactants needed to synthesize it. The reactants are: [CH2:1]([O:8][C:9]1[C:18]2[C:17](=O)[O:16]C(C)(C)[O:14][C:13]=2[CH:12]=[C:11]([O:22][CH3:23])[CH:10]=1)[C:2]1[CH:7]=[CH:6][CH:5]=[CH:4][CH:3]=1.[H-].C([Al+]CC(C)C)C(C)C.